This data is from Full USPTO retrosynthesis dataset with 1.9M reactions from patents (1976-2016). The task is: Predict the reactants needed to synthesize the given product. (1) Given the product [OH:10][CH2:9][CH2:8][CH2:7][CH2:6][O:5][C:4]1[CH:3]=[C:2]([C:20]2[CH:19]=[CH:18][CH:17]=[C:16]([CH:14]=[O:15])[CH:21]=2)[CH:13]=[CH:12][CH:11]=1, predict the reactants needed to synthesize it. The reactants are: Br[C:2]1[CH:3]=[C:4]([CH:11]=[CH:12][CH:13]=1)[O:5][CH2:6][CH2:7][CH2:8][CH2:9][OH:10].[CH:14]([C:16]1[CH:17]=[C:18](B(O)O)[CH:19]=[CH:20][CH:21]=1)=[O:15]. (2) Given the product [CH3:29][C:8]1([CH3:30])[C:5]2=[N:6][CH:7]=[C:2]([N:65]3[CH2:70][CH2:69][O:68][CH2:67][CH2:66]3)[CH:3]=[C:4]2[N:10]([C:11]2[C:20]3[C:15](=[CH:16][C:17]([F:21])=[CH:18][CH:19]=3)[N:14]=[C:13]([C:22]3[CH:27]=[CH:26][CH:25]=[CH:24][N:23]=3)[C:12]=2[CH3:28])[CH2:9]1, predict the reactants needed to synthesize it. The reactants are: Br[C:2]1[CH:3]=[C:4]2[N:10]([C:11]3[C:20]4[C:15](=[CH:16][C:17]([F:21])=[CH:18][CH:19]=4)[N:14]=[C:13]([C:22]4[CH:27]=[CH:26][CH:25]=[CH:24][N:23]=4)[C:12]=3[CH3:28])[CH2:9][C:8]([CH3:30])([CH3:29])[C:5]2=[N:6][CH:7]=1.CC(C1C=C(C(C)C)C(C2C=CC=CC=2P(C2CCCCC2)C2CCCCC2)=C(C(C)C)C=1)C.[NH:65]1[CH2:70][CH2:69][O:68][CH2:67][CH2:66]1.CC(C)([O-])C.[Na+]. (3) Given the product [CH2:20]([C:7]12[CH2:19][CH2:18][C:13]3([O:14][CH2:15][CH2:16][O:17]3)[CH2:12][CH:8]1[CH2:9][CH2:10][CH2:11][C:5]1[CH:4]=[C:3]([NH2:23])[C:2]([CH3:24])=[CH:22][C:6]=12)[CH3:21], predict the reactants needed to synthesize it. The reactants are: Br[C:2]1[C:3]([NH2:23])=[CH:4][C:5]2[CH2:11][CH2:10][CH2:9][CH:8]3[CH2:12][C:13]4([CH2:18][CH2:19][C:7]3([CH2:20][CH3:21])[C:6]=2[CH:22]=1)[O:17][CH2:16][CH2:15][O:14]4.[C:24](=O)([O-])[O-].[Cs+].[Cs+].CB1OB(C)OB(C)O1.